This data is from Forward reaction prediction with 1.9M reactions from USPTO patents (1976-2016). The task is: Predict the product of the given reaction. (1) Given the reactants [C:1]([O:5][C:6]([N:8]([CH:12]1[CH2:17][CH2:16][NH:15][CH2:14][CH2:13]1)[CH:9]([CH3:11])[CH3:10])=[O:7])([CH3:4])([CH3:3])[CH3:2].[CH3:18][O:19][C:20]1[CH:25]=[CH:24][N:23]=[CH:22][C:21]=1[C:26]([O-])=O.C(O[BH-](OC(=O)C)OC(=O)C)(=O)C.[Na+].C(O)(=O)C, predict the reaction product. The product is: [C:1]([O:5][C:6]([N:8]([CH:12]1[CH2:13][CH2:14][N:15]([CH2:26][C:21]2[CH:22]=[N:23][CH:24]=[CH:25][C:20]=2[O:19][CH3:18])[CH2:16][CH2:17]1)[CH:9]([CH3:11])[CH3:10])=[O:7])([CH3:3])([CH3:4])[CH3:2]. (2) Given the reactants [C:1](Cl)(=[O:5])[C:2](Cl)=[O:3].[CH3:7][N:8]([CH3:11])C=O.[C:12]([C:16]1[CH:21]=[CH:20][C:19]([N:22]2[C:26]([CH3:27])=[C:25]([C:28]([OH:30])=O)[CH:24]=[N:23]2)=[CH:18][CH:17]=1)([CH3:15])([CH3:14])[CH3:13], predict the reaction product. The product is: [C:12]([C:16]1[CH:21]=[CH:20][C:19]([N:22]2[C:26]([CH3:27])=[C:25]([C:28]([NH:22][C:26]3[CH:7]=[N:8][C:11]([CH:16]4[CH2:21][CH2:20][C:19]5([O:5][CH2:1][CH2:2][O:3]5)[CH2:18][CH2:17]4)=[CH:24][CH:25]=3)=[O:30])[CH:24]=[N:23]2)=[CH:18][CH:17]=1)([CH3:14])([CH3:15])[CH3:13].